From a dataset of Forward reaction prediction with 1.9M reactions from USPTO patents (1976-2016). Predict the product of the given reaction. Given the reactants [CH2:1](C([Sn])=C(CCCC)CCCC)[CH2:2]CC.[CH2:16]([O:18][C:19]([C:21]1[CH:22]=[N:23][C:24]2[C:29]([C:30]=1Cl)=[CH:28][CH:27]=[CH:26][C:25]=2[Cl:32])=[O:20])[CH3:17], predict the reaction product. The product is: [CH2:16]([O:18][C:19]([C:21]1[CH:22]=[N:23][C:24]2[C:29]([C:30]=1[CH:1]=[CH2:2])=[CH:28][CH:27]=[CH:26][C:25]=2[Cl:32])=[O:20])[CH3:17].